Predict the reaction yield, written as a fraction of the theoretical maximum amount of product (1.0 means a 100% yield; for example, 0.34 means a 34% yield). From a dataset of Reaction yield outcomes from USPTO patents with 853,638 reactions. The reactants are CO[C:3](OC)([N:5]([CH3:7])[CH3:6])[CH3:4].[NH2:10][C:11]([NH2:13])=[S:12]. The catalyst is C(Cl)Cl. The product is [NH2:10][C:11](/[N:13]=[C:3](/[N:5]([CH3:7])[CH3:6])\[CH3:4])=[S:12]. The yield is 0.760.